Task: Predict the product of the given reaction.. Dataset: Forward reaction prediction with 1.9M reactions from USPTO patents (1976-2016) Given the reactants [CH3:1][C:2]1[C:6]2[C:7]([C:11]3[CH:16]=[CH:15][N:14]=[CH:13][CH:12]=3)=[CH:8][CH:9]=[CH:10][C:5]=2[O:4][C:3]=1[C:17]([OH:19])=O.[CH3:20][O:21][C:22](=[O:44])[C@@H:23]([NH:27][S:28]([C:31]1[CH:36]=[CH:35][C:34]([C:37]2[CH:42]=[CH:41][C:40]([NH2:43])=[CH:39][CH:38]=2)=[CH:33][CH:32]=1)(=[O:30])=[O:29])[CH:24]([CH3:26])[CH3:25].F[P-](F)(F)(F)(F)F.N1(O[P+](N(C)C)(N(C)C)N(C)C)C2C=CC=CC=2N=N1.C(N(CC)C(C)C)(C)C, predict the reaction product. The product is: [CH3:20][O:21][C:22](=[O:44])[C@@H:23]([NH:27][S:28]([C:31]1[CH:36]=[CH:35][C:34]([C:37]2[CH:38]=[CH:39][C:40]([NH:43][C:17]([C:3]3[O:4][C:5]4[CH:10]=[CH:9][CH:8]=[C:7]([C:11]5[CH:16]=[CH:15][N:14]=[CH:13][CH:12]=5)[C:6]=4[C:2]=3[CH3:1])=[O:19])=[CH:41][CH:42]=2)=[CH:33][CH:32]=1)(=[O:30])=[O:29])[CH:24]([CH3:26])[CH3:25].